From a dataset of Reaction yield outcomes from USPTO patents with 853,638 reactions. Predict the reaction yield, written as a fraction of the theoretical maximum amount of product (1.0 means a 100% yield; for example, 0.34 means a 34% yield). The reactants are [C:1]([C:3]1[C:8](=O)[NH:7][C:6]([NH:10][CH:11]2[CH2:13][CH2:12]2)=[N:5][C:4]=1[C:14]1[CH:23]=[CH:22][C:21]2[C:16](=[CH:17][CH:18]=[CH:19][CH:20]=2)[CH:15]=1)#[N:2].O=P(Cl)(Cl)[Cl:26]. No catalyst specified. The product is [Cl:26][C:8]1[N:7]=[C:6]([NH:10][CH:11]2[CH2:13][CH2:12]2)[N:5]=[C:4]([C:14]2[CH:23]=[CH:22][C:21]3[C:16](=[CH:17][CH:18]=[CH:19][CH:20]=3)[CH:15]=2)[C:3]=1[C:1]#[N:2]. The yield is 0.550.